This data is from Reaction yield outcomes from USPTO patents with 853,638 reactions. The task is: Predict the reaction yield, written as a fraction of the theoretical maximum amount of product (1.0 means a 100% yield; for example, 0.34 means a 34% yield). (1) The reactants are [F:1][C:2]1[CH:7]=[CH:6][C:5]([N:8]=[C:9]=[O:10])=[CH:4][C:3]=1[N+:11]([O-:13])=[O:12].[F:14][C:15]([F:24])([F:23])[C:16]1[CH:17]=[C:18]([CH:20]=[CH:21][CH:22]=1)[NH2:19]. The catalyst is C(Cl)Cl. The product is [F:1][C:2]1[CH:7]=[CH:6][C:5]([NH:8][C:9]([NH:19][C:18]2[CH:20]=[CH:21][CH:22]=[C:16]([C:15]([F:14])([F:23])[F:24])[CH:17]=2)=[O:10])=[CH:4][C:3]=1[N+:11]([O-:13])=[O:12]. The yield is 0.980. (2) The reactants are [NH2:1][C:2]1[N:3]=[CH:4][C:5]([C:21]2[CH:31]=[CH:30][C:24]([C:25]([N:27]([CH3:29])[CH3:28])=[O:26])=[CH:23][CH:22]=2)=[N:6][C:7]=1[C:8](=O)[NH:9][NH:10][C:11]([C:13]1[CH:18]=[CH:17][CH:16]=[C:15]([NH2:19])[N:14]=1)=[O:12].CCN(C(C)C)C(C)C.BrP(Br)(C1C=CC=CC=1)(C1C=CC=CC=1)C1C=CC=CC=1.CCOCC. The catalyst is C(#N)C. The product is [NH2:1][C:2]1[N:3]=[CH:4][C:5]([C:21]2[CH:22]=[CH:23][C:24]([C:25]([N:27]([CH3:28])[CH3:29])=[O:26])=[CH:30][CH:31]=2)=[N:6][C:7]=1[C:8]1[O:12][C:11]([C:13]2[CH:18]=[CH:17][CH:16]=[C:15]([NH2:19])[N:14]=2)=[N:10][N:9]=1. The yield is 0.540. (3) The reactants are [H-].[H-].[H-].[H-].[Li+].[Al+3].[CH3:7][N:8]([CH3:27])[C:9]1([C:21]2[CH:22]=[N:23][CH:24]=[CH:25][CH:26]=2)[CH2:14][CH2:13][CH:12]([CH2:15][C:16](OCC)=[O:17])[CH2:11][CH2:10]1. The catalyst is C1COCC1. The product is [CH3:27][N:8]([CH3:7])[C:9]1([C:21]2[CH:22]=[N:23][CH:24]=[CH:25][CH:26]=2)[CH2:10][CH2:11][CH:12]([CH2:15][CH2:16][OH:17])[CH2:13][CH2:14]1. The yield is 0.900. (4) The reactants are [C:1]([O-])([O-])=O.[K+].[K+].CI.[F:9][C:10]1[CH:11]=[C:12]([CH:16]=[C:17]([F:21])[C:18]=1[CH:19]=[O:20])[C:13]([OH:15])=[O:14].O. The catalyst is CN(C=O)C. The product is [F:9][C:10]1[CH:11]=[C:12]([CH:16]=[C:17]([F:21])[C:18]=1[CH:19]=[O:20])[C:13]([O:15][CH3:1])=[O:14]. The yield is 0.440. (5) The reactants are [N:1]([C:4]1[CH:9]=[CH:8][CH:7]=[CH:6][C:5]=1[O:10][CH3:11])=[C:2]=[S:3].[CH:12]1([CH2:15][N:16]2[C:20]3[CH:21]=[CH:22][C:23]([NH:25][CH3:26])=[CH:24][C:19]=3[N:18]=[C:17]2[CH2:27][C:28]2[CH:33]=[CH:32][C:31]([O:34][CH2:35][CH3:36])=[CH:30][CH:29]=2)[CH2:14][CH2:13]1. The catalyst is CN(C=O)C. The product is [CH:12]1([CH2:15][N:16]2[C:20]3[CH:21]=[CH:22][C:23]([N:25]([CH3:26])[C:2]([NH:1][C:4]4[CH:9]=[CH:8][CH:7]=[CH:6][C:5]=4[O:10][CH3:11])=[S:3])=[CH:24][C:19]=3[N:18]=[C:17]2[CH2:27][C:28]2[CH:29]=[CH:30][C:31]([O:34][CH2:35][CH3:36])=[CH:32][CH:33]=2)[CH2:14][CH2:13]1. The yield is 0.570. (6) The reactants are [N:1]([C:4]1[CH:9]=[CH:8][CH:7]=[C:6]([F:10])[C:5]=1[N+:11]([O-:13])=[O:12])=[N+]=[N-].[C:14]1([P:20]([C:27]2[CH:32]=[CH:31][CH:30]=[CH:29][CH:28]=2)[C:21]2[CH:26]=[CH:25][CH:24]=[CH:23][CH:22]=2)[CH:19]=[CH:18][CH:17]=[CH:16][CH:15]=1. The catalyst is C1COCC1.O. The product is [F:10][C:6]1[C:5]([N+:11]([O-:13])=[O:12])=[C:4]([N:1]=[P:20]([C:21]2[CH:22]=[CH:23][CH:24]=[CH:25][CH:26]=2)([C:27]2[CH:32]=[CH:31][CH:30]=[CH:29][CH:28]=2)[C:14]2[CH:15]=[CH:16][CH:17]=[CH:18][CH:19]=2)[CH:9]=[CH:8][CH:7]=1. The yield is 0.730.